From a dataset of Full USPTO retrosynthesis dataset with 1.9M reactions from patents (1976-2016). Predict the reactants needed to synthesize the given product. (1) Given the product [CH3:1][S:2]([C:5]1[CH:10]=[CH:9][C:8]([O:11][CH2:17][C:18]2[C:23]([CH3:24])=[CH:22][C:21]([CH:25]3[CH2:30][CH2:29][N:28]([C:31]([O:33][C:34]([CH3:37])([CH3:36])[CH3:35])=[O:32])[CH2:27][CH2:26]3)=[CH:20][N:19]=2)=[C:7]([CH3:12])[CH:6]=1)(=[O:3])=[O:4], predict the reactants needed to synthesize it. The reactants are: [CH3:1][S:2]([C:5]1[CH:10]=[CH:9][C:8]([OH:11])=[C:7]([CH3:12])[CH:6]=1)(=[O:4])=[O:3].ClC1C=C(S(C)(=O)=O)C=CC=1O[CH2:17][C:18]1[C:23]([CH3:24])=[CH:22][C:21]([CH:25]2[CH2:30][CH2:29][N:28]([C:31]([O:33][C:34]([CH3:37])([CH3:36])[CH3:35])=[O:32])[CH2:27][CH2:26]2)=[CH:20][N:19]=1. (2) Given the product [CH2:13]([O:12][C:10](=[O:11])[CH2:9][C:6]1[CH:7]=[CH:8][C:3]([CH2:1][CH3:2])=[C:4]([OH:15])[CH:5]=1)[CH3:14], predict the reactants needed to synthesize it. The reactants are: [CH2:1]([C:3]1[CH:8]=[CH:7][C:6]([CH2:9][C:10]([O:12][CH2:13][CH3:14])=[O:11])=[CH:5][C:4]=1[O:15]C)[CH3:2].B(Br)(Br)Br. (3) The reactants are: [F:1][C:2]1[CH:7]=[CH:6][C:5]([CH:8]2[S:13][CH2:12][CH2:11][NH:10][CH2:9]2)=[CH:4][CH:3]=1.Cl[C:15]1[C:24]2[C:19](=[CH:20][C:21]([O:27][CH3:28])=[C:22]([O:25][CH3:26])[CH:23]=2)[N:18]=[CH:17][N:16]=1. Given the product [CH3:26][O:25][C:22]1[CH:23]=[C:24]2[C:19](=[CH:20][C:21]=1[O:27][CH3:28])[N:18]=[CH:17][N:16]=[C:15]2[N:10]1[CH2:11][CH2:12][S:13][CH:8]([C:5]2[CH:4]=[CH:3][C:2]([F:1])=[CH:7][CH:6]=2)[CH2:9]1, predict the reactants needed to synthesize it. (4) Given the product [Br:15][C:16]1[CH:21]=[CH:20][C:19]([CH2:22][NH:23][C:12]([C:10]2[S:11][C:7]([C:4]3[CH:3]=[CH:2][N:1]=[CH:6][CH:5]=3)=[CH:8][CH:9]=2)=[O:14])=[CH:18][CH:17]=1, predict the reactants needed to synthesize it. The reactants are: [N:1]1[CH:6]=[CH:5][C:4]([C:7]2[S:11][C:10]([C:12]([OH:14])=O)=[CH:9][CH:8]=2)=[CH:3][CH:2]=1.[Br:15][C:16]1[CH:21]=[CH:20][C:19]([CH2:22][NH2:23])=[CH:18][CH:17]=1.